From a dataset of Full USPTO retrosynthesis dataset with 1.9M reactions from patents (1976-2016). Predict the reactants needed to synthesize the given product. Given the product [NH2:1][C:2]1[S:3][C@:4]2([C:21]([NH:23][CH3:24])=[O:22])[C@H:6]([C@:7]([C:10]3[CH:15]=[C:14]([NH2:16])[CH:13]=[C:12]([F:19])[C:11]=3[F:20])([CH3:9])[N:8]=1)[CH2:5]2, predict the reactants needed to synthesize it. The reactants are: [NH2:1][C:2]1[S:3][C@:4]2([C:21]([NH:23][CH3:24])=[O:22])[C@H:6]([C@:7]([C:10]3[CH:15]=[C:14]([N+:16]([O-])=O)[CH:13]=[C:12]([F:19])[C:11]=3[F:20])([CH3:9])[N:8]=1)[CH2:5]2.